From a dataset of Full USPTO retrosynthesis dataset with 1.9M reactions from patents (1976-2016). Predict the reactants needed to synthesize the given product. (1) Given the product [C:2]1([NH:1][C:8](=[O:14])[CH2:9][CH2:10][C:11]([NH:22][CH2:15][C:16]2[CH:21]=[CH:20][CH:19]=[CH:18][CH:17]=2)=[O:12])[CH:7]=[CH:6][CH:5]=[CH:4][CH:3]=1, predict the reactants needed to synthesize it. The reactants are: [NH2:1][C:2]1[CH:7]=[CH:6][CH:5]=[CH:4][CH:3]=1.[C:8]1(=[O:14])S[C:11](=[O:12])[CH2:10][CH2:9]1.[CH2:15]([NH:22]S(C1C=CC([N+]([O-])=O)=CC=1[N+]([O-])=O)(=O)=O)[C:16]1[CH:21]=[CH:20][CH:19]=[CH:18][CH:17]=1. (2) Given the product [F:8][C:6]1[CH:5]=[CH:4][C:3]([O:10][CH3:11])=[CH:2][C:7]=1[NH2:12], predict the reactants needed to synthesize it. The reactants are: Br[C:2]1[CH:7]=[C:6]([F:8])[CH:5]=[C:4](Br)[C:3]=1[O:10][CH3:11].[N+:12]([O-])(O)=O. (3) Given the product [C:28]([C:26]1[CH:25]=[CH:24][C:23]([OH:30])=[C:22]([S:19]([NH:18][CH2:17][CH2:16][C:8]2[CH:9]=[CH:10][C:11]([CH:13]([CH3:15])[CH3:14])=[CH:12][C:7]=2[O:6][CH2:5][C:4]([O:3][CH2:1][CH3:2])=[O:32])(=[O:20])=[O:21])[CH:27]=1)#[N:29], predict the reactants needed to synthesize it. The reactants are: [CH2:1]([O:3][C:4](=[O:32])[CH2:5][O:6][C:7]1[CH:12]=[C:11]([CH:13]([CH3:15])[CH3:14])[CH:10]=[CH:9][C:8]=1[CH2:16][CH2:17][NH:18][S:19]([C:22]1[CH:27]=[C:26]([C:28]#[N:29])[CH:25]=[CH:24][C:23]=1[O:30]C)(=[O:21])=[O:20])[CH3:2].[Cl-].[Li+]. (4) Given the product [F:3][C:4]1[CH:11]=[CH:10][C:7](/[CH:8]=[CH:15]/[CH:14]=[O:16])=[CH:6][C:5]=1[O:12][CH3:13], predict the reactants needed to synthesize it. The reactants are: [OH-].[K+].[F:3][C:4]1[CH:11]=[CH:10][C:7]([CH:8]=O)=[CH:6][C:5]=1[O:12][CH3:13].[CH:14](=[O:16])[CH3:15]. (5) Given the product [Cl:30][C:23]1[CH:24]=[CH:25][C:26]([S:28][CH3:29])=[CH:27][C:22]=1[C:20]1[C:8]2[C:9](=[N:10][C:5]([O:4][C:3]3[CH:31]=[CH:32][C:33]([F:35])=[CH:34][C:2]=3[F:1])=[N:6][CH:7]=2)[NH:37][N:36]=1, predict the reactants needed to synthesize it. The reactants are: [F:1][C:2]1[CH:34]=[C:33]([F:35])[CH:32]=[CH:31][C:3]=1[O:4][C:5]1[N:10]=[C:9](OC2C=CC(F)=CC=2F)[C:8]([C:20]([C:22]2[CH:27]=[C:26]([S:28][CH3:29])[CH:25]=[CH:24][C:23]=2[Cl:30])=O)=[CH:7][N:6]=1.[NH2:36][NH2:37]. (6) The reactants are: [C:1]([C:4]1[CH:5]=[C:6]([CH:42]=[CH:43][C:44]=1[CH3:45])[CH2:7][O:8][CH:9]1[CH:14]([C:15]2[CH:20]=[CH:19][C:18]([O:21][CH2:22][CH2:23][CH2:24][O:25][CH2:26][C:27]3[CH:32]=[CH:31][CH:30]=[CH:29][C:28]=3[O:33][CH3:34])=[CH:17][CH:16]=2)[CH2:13][CH2:12][N:11]([C:35]([O:37][C:38]([CH3:41])([CH3:40])[CH3:39])=[O:36])[CH2:10]1)(O)=[O:2].C(Cl)(=O)C([Cl:49])=O.CN(C)C=O. Given the product [Cl:49][C:1]([C:4]1[CH:5]=[C:6]([CH:42]=[CH:43][C:44]=1[CH3:45])[CH2:7][O:8][CH:9]1[CH:14]([C:15]2[CH:20]=[CH:19][C:18]([O:21][CH2:22][CH2:23][CH2:24][O:25][CH2:26][C:27]3[CH:32]=[CH:31][CH:30]=[CH:29][C:28]=3[O:33][CH3:34])=[CH:17][CH:16]=2)[CH2:13][CH2:12][N:11]([C:35]([O:37][C:38]([CH3:41])([CH3:40])[CH3:39])=[O:36])[CH2:10]1)=[O:2], predict the reactants needed to synthesize it. (7) Given the product [O:63]=[S:40]1(=[O:39])[CH2:41][CH2:42][CH:43]([C:46]2[C:51]([F:13])=[CH:50][C:49]([N:52]3[CH2:56][C@H:55]([CH2:57][N:58]4[CH:30]=[C:29]([CH3:34])[N:60]=[N:59]4)[O:54][C:53]3=[O:61])=[CH:48][C:47]=2[F:62])[CH2:44][CH2:45]1, predict the reactants needed to synthesize it. The reactants are: S1CCC(C2C([F:13])=CC(N3C[C@H](CN4C=C(C)N=N4)OC3=O)=CC=2F)CC1.Cl[C:29]1[CH:34]=CC=C(C(OO)=O)[CH:30]=1.[O:39]=[S:40]1(=[O:63])[CH2:45][CH:44]=[C:43]([C:46]2[CH:51]=[CH:50][C:49]([N:52]3[CH2:56][C@H:55]([CH2:57][N:58]=[N+:59]=[N-:60])[O:54][C:53]3=[O:61])=[CH:48][C:47]=2[F:62])[CH2:42][CH2:41]1.CO. (8) Given the product [CH3:1][O:2][C:3](=[O:12])[C:4]1[CH:9]=[CH:8][CH:7]=[C:6]([CH2:10][N:17]2[C:13](=[O:23])[C:14]3[C:15](=[CH:19][CH:20]=[CH:21][CH:22]=3)[C:16]2=[O:18])[CH:5]=1, predict the reactants needed to synthesize it. The reactants are: [CH3:1][O:2][C:3](=[O:12])[C:4]1[CH:9]=[CH:8][CH:7]=[C:6]([CH2:10]Br)[CH:5]=1.[C:13]1(=[O:23])[NH:17][C:16](=[O:18])[C:15]2=[CH:19][CH:20]=[CH:21][CH:22]=[C:14]12.[K].